Dataset: Reaction yield outcomes from USPTO patents with 853,638 reactions. Task: Predict the reaction yield, written as a fraction of the theoretical maximum amount of product (1.0 means a 100% yield; for example, 0.34 means a 34% yield). The reactants are C[O:2][C:3]([C:5]1[C:6]([C:24]2[CH:29]=[CH:28][C:27]([C:30]([OH:32])=O)=[CH:26][CH:25]=2)=[CH:7][CH:8]=[C:9]([C:11]2[S:12][CH:13]=[C:14]([C:16]3[CH:21]=[CH:20][C:19]([Cl:22])=[C:18]([Cl:23])[CH:17]=3)[N:15]=2)[CH:10]=1)=[O:4].[C:33]([N:36]1[CH2:41][CH2:40][CH:39]([NH2:42])[CH2:38][CH2:37]1)(=[O:35])[CH3:34]. No catalyst specified. The product is [C:33]([N:36]1[CH2:41][CH2:40][CH:39]([NH:42][C:30]([C:27]2[CH:28]=[CH:29][C:24]([C:6]3[C:5]([C:3]([OH:2])=[O:4])=[CH:10][C:9]([C:11]4[S:12][CH:13]=[C:14]([C:16]5[CH:21]=[CH:20][C:19]([Cl:22])=[C:18]([Cl:23])[CH:17]=5)[N:15]=4)=[CH:8][CH:7]=3)=[CH:25][CH:26]=2)=[O:32])[CH2:38][CH2:37]1)(=[O:35])[CH3:34]. The yield is 0.0400.